This data is from Forward reaction prediction with 1.9M reactions from USPTO patents (1976-2016). The task is: Predict the product of the given reaction. The product is: [Br:1][C:2]1[C:10]([CH3:11])=[CH:9][CH:8]=[CH:7][C:3]=1[C:4]([NH:41][CH2:36][C:37]([CH3:40])([CH3:39])[CH3:38])=[O:6]. Given the reactants [Br:1][C:2]1[C:10]([CH3:11])=[CH:9][CH:8]=[CH:7][C:3]=1[C:4]([OH:6])=O.CN(C(ON1N=NC2C=CC=NC1=2)=[N+](C)C)C.F[P-](F)(F)(F)(F)F.[CH2:36]([NH2:41])[C:37]([CH3:40])([CH3:39])[CH3:38], predict the reaction product.